Dataset: Catalyst prediction with 721,799 reactions and 888 catalyst types from USPTO. Task: Predict which catalyst facilitates the given reaction. (1) Reactant: [Cl:1][C:2]1[CH:3]=[C:4]([NH:19]C(=O)OC(C)(C)C)[CH:5]=[C:6]([F:18])[C:7]=1[C:8]1[S:9][C:10]2[C:11](Cl)=[N:12][CH:13]=[CH:14][C:15]=2[N:16]=1.[CH3:27][C:28]1[N:33]=[CH:32][N:31]=[C:30]([NH2:34])[CH:29]=1.CC1(C)C2C(=C(P(C3C=CC=CC=3)C3C=CC=CC=3)C=CC=2)OC2C(P(C3C=CC=CC=3)C3C=CC=CC=3)=CC=CC1=2.C([O-])([O-])=O.[Cs+].[Cs+]. Product: [NH2:19][C:4]1[CH:5]=[C:6]([F:18])[C:7]([C:8]2[S:9][C:10]3[C:11]([NH:34][C:30]4[CH:29]=[C:28]([CH3:27])[N:33]=[CH:32][N:31]=4)=[N:12][CH:13]=[CH:14][C:15]=3[N:16]=2)=[C:2]([Cl:1])[CH:3]=1. The catalyst class is: 62. (2) Product: [CH3:1][O:2][C:3]1[CH:4]=[C:5]2[C:10](=[CH:11][C:12]=1[CH2:13][CH2:14][CH2:15][OH:16])[N:9]=[CH:8][CH:7]=[C:6]2[O:20][C:21]1[C:22]([CH3:31])=[N:23][C:24]2[C:29]([CH:30]=1)=[CH:28][CH:27]=[CH:26][CH:25]=2. The catalyst class is: 7. Reactant: [CH3:1][O:2][C:3]1[CH:4]=[C:5]2[C:10](=[CH:11][C:12]=1[CH2:13][CH2:14][C:15](OCC)=[O:16])[N:9]=[CH:8][CH:7]=[C:6]2[O:20][C:21]1[C:22]([CH3:31])=[N:23][C:24]2[C:29]([CH:30]=1)=[CH:28][CH:27]=[CH:26][CH:25]=2.[H-].C([Al+]CC(C)C)C(C)C.O. (3) Reactant: [C:1](Cl)(=O)[C:2]([Cl:4])=[O:3].[CH3:7][O:8][C:9]1[CH:18]=[C:17]2[C:12](C(C(O)=O)=[CH:14][C:15]([C:19]3[CH:24]=[CH:23][CH:22]=[CH:21][CH:20]=3)=[N:16]2)=[CH:11][CH:10]=1. Product: [CH3:7][O:8][C:9]1[CH:18]=[C:17]2[C:12]([C:1]([C:2]([Cl:4])=[O:3])=[CH:14][C:15]([C:19]3[CH:24]=[CH:23][CH:22]=[CH:21][CH:20]=3)=[N:16]2)=[CH:11][CH:10]=1. The catalyst class is: 2. (4) Reactant: [CH2:1]([Li])[CH2:2][CH2:3][CH3:4].C(NC(C)C)(C)C.[C:13]([CH:15]1[CH2:20][CH2:19][N:18]([C:21]([O:23][C:24]([CH3:27])([CH3:26])[CH3:25])=[O:22])[CH2:17][CH2:16]1)#[N:14].C1(CBr)CC1. Product: [C:13]([C:15]1([CH2:1][CH:2]2[CH2:4][CH2:3]2)[CH2:20][CH2:19][N:18]([C:21]([O:23][C:24]([CH3:27])([CH3:26])[CH3:25])=[O:22])[CH2:17][CH2:16]1)#[N:14]. The catalyst class is: 1. (5) Reactant: [Cl:1][C:2]1[N:6]([CH3:7])[N:5]=[C:4]([C:8]([F:11])([F:10])[F:9])[C:3]=1[C:12]([OH:14])=O.[C:15]([CH2:17]C(OC(C)(C)C)=O)#[N:16].C(OP(C#N)(=O)OCC)C.C(N(CC)CC)C. Product: [Cl:1][C:2]1[N:6]([CH3:7])[N:5]=[C:4]([C:8]([F:11])([F:10])[F:9])[C:3]=1[C:12](=[O:14])[CH2:17][C:15]#[N:16]. The catalyst class is: 35. (6) Reactant: [CH3:1][C:2]([C:11]1[CH:12]=[CH:13][C:14]([OH:17])=[CH:15][CH:16]=1)([C:4]1[CH:5]=[CH:6][C:7]([OH:10])=[CH:8][CH:9]=1)[CH3:3].[C:18]1([OH:24])[CH:23]=[CH:22][CH:21]=[CH:20][CH:19]=1. Product: [OH:10][C:7]1[CH:6]=[CH:5][C:4]([C:2]([C:11]2[CH:16]=[CH:15][C:14]([OH:17])=[CH:13][CH:12]=2)([CH3:3])[CH3:1])=[CH:9][CH:8]=1.[C:18]1([OH:24])[CH:23]=[CH:22][CH:21]=[CH:20][CH:19]=1. The catalyst class is: 6. (7) Reactant: [CH2:1]([O:8][C:9]1[CH:10]=[CH:11][C:12]2[O:16][C:15]([CH:17]([NH:21][C:22]3[CH:27]=[CH:26][C:25]([C:28]([N:30]([CH3:38])[CH2:31][CH2:32][C:33]([O:35]CC)=[O:34])=[O:29])=[CH:24][CH:23]=3)[CH:18]([CH3:20])[CH3:19])=[C:14]([CH3:39])[C:13]=2[CH:40]=1)[C:2]1[CH:7]=[CH:6][CH:5]=[CH:4][CH:3]=1.[OH-].[Na+]. Product: [CH2:1]([O:8][C:9]1[CH:10]=[CH:11][C:12]2[O:16][C:15]([CH:17]([NH:21][C:22]3[CH:23]=[CH:24][C:25]([C:28]([N:30]([CH3:38])[CH2:31][CH2:32][C:33]([OH:35])=[O:34])=[O:29])=[CH:26][CH:27]=3)[CH:18]([CH3:19])[CH3:20])=[C:14]([CH3:39])[C:13]=2[CH:40]=1)[C:2]1[CH:3]=[CH:4][CH:5]=[CH:6][CH:7]=1. The catalyst class is: 8. (8) Reactant: C(Cl)(=O)C(Cl)=O.CS(C)=O.[Cl:11][C:12]1[CH:17]=[CH:16][C:15]([CH:18]([C:20]2[CH:25]=[CH:24][CH:23]=[CH:22][C:21]=2[C:26]2[C:27]([CH2:32][O:33][CH2:34][C:35]3[CH:40]=[CH:39][C:38]([O:41][CH3:42])=[CH:37][CH:36]=3)=[N:28][O:29][C:30]=2[CH3:31])[OH:19])=[CH:14][CH:13]=1.CCN(CC)CC. Product: [Cl:11][C:12]1[CH:17]=[CH:16][C:15]([C:18]([C:20]2[CH:25]=[CH:24][CH:23]=[CH:22][C:21]=2[C:26]2[C:27]([CH2:32][O:33][CH2:34][C:35]3[CH:36]=[CH:37][C:38]([O:41][CH3:42])=[CH:39][CH:40]=3)=[N:28][O:29][C:30]=2[CH3:31])=[O:19])=[CH:14][CH:13]=1. The catalyst class is: 34. (9) Reactant: C(N(CC)CC)C.[CH3:8][N:9]1[CH2:14][CH2:13][NH:12][CH2:11][CH2:10]1.[C:15]([C:19]1[O:20][C:21]2[C:27]([S:28](Cl)(=[O:30])=[O:29])=[C:26]([Cl:32])[CH:25]=[CH:24][C:22]=2[N:23]=1)([CH3:18])([CH3:17])[CH3:16].O. Product: [C:15]([C:19]1[O:20][C:21]2[C:27]([S:28]([N:12]3[CH2:13][CH2:14][N:9]([CH3:8])[CH2:10][CH2:11]3)(=[O:30])=[O:29])=[C:26]([Cl:32])[CH:25]=[CH:24][C:22]=2[N:23]=1)([CH3:18])([CH3:16])[CH3:17]. The catalyst class is: 7. (10) Reactant: [CH3:1][C:2]1[N:7]=[C:6]2[S:8][C:9]3[CH2:13][CH2:12][CH2:11][C:10]=3[C:5]2=[C:4]([C:14]2[S:15][CH:16]=[CH:17][CH:18]=2)[C:3]=1[CH:19]([CH2:24][CH2:25][CH3:26])[C:20]([O:22]C)=[O:21].[OH-].[Na+].Cl. Product: [CH3:1][C:2]1[N:7]=[C:6]2[S:8][C:9]3[CH2:13][CH2:12][CH2:11][C:10]=3[C:5]2=[C:4]([C:14]2[S:15][CH:16]=[CH:17][CH:18]=2)[C:3]=1[CH:19]([CH2:24][CH2:25][CH3:26])[C:20]([OH:22])=[O:21]. The catalyst class is: 5.